This data is from Forward reaction prediction with 1.9M reactions from USPTO patents (1976-2016). The task is: Predict the product of the given reaction. (1) Given the reactants [CH2:1]([O:3][C:4]([C@@H:6]1[CH2:11][CH2:10][CH2:9][N:8]([CH:12]2[CH2:16][CH2:15][NH:14][CH2:13]2)[CH2:7]1)=[O:5])[CH3:2].[CH:17]1[C:30]2[C:21](=[CH:22][C:23]3[C:28]([C:29]=2[C:31](Cl)=[O:32])=[CH:27][CH:26]=[CH:25][CH:24]=3)[CH:20]=[CH:19][CH:18]=1, predict the reaction product. The product is: [CH2:1]([O:3][C:4]([C@@H:6]1[CH2:11][CH2:10][CH2:9][N:8]([CH:12]2[CH2:16][CH2:15][N:14]([C:31]([C:29]3[C:30]4[C:21]([CH:22]=[C:23]5[C:28]=3[CH:27]=[CH:26][CH:25]=[CH:24]5)=[CH:20][CH:19]=[CH:18][CH:17]=4)=[O:32])[CH2:13]2)[CH2:7]1)=[O:5])[CH3:2]. (2) The product is: [F:1][C:2]1[CH:14]=[CH:13][C:5]2[S:6][C:7]([C:9]([OH:11])=[O:10])=[CH:8][C:4]=2[CH:3]=1. Given the reactants [F:1][C:2]1[CH:14]=[CH:13][C:5]2[S:6][C:7]([C:9]([O:11]C)=[O:10])=[CH:8][C:4]=2[CH:3]=1.O.[OH-].[Li+].O, predict the reaction product.